From a dataset of Catalyst prediction with 721,799 reactions and 888 catalyst types from USPTO. Predict which catalyst facilitates the given reaction. (1) Reactant: FC(F)(F)C(O)=O.[CH3:8][C:9]1[CH:14]=[C:13]([CH3:15])[NH:12][C:11](=[O:16])[C:10]=1[CH2:17][NH:18][C:19]([C:21]1[CH:29]=[C:28]([C:30]2[CH:31]=[CH:32][C:33]([N:36]3[CH2:41][CH2:40][N:39](C(OC(C)(C)C)=O)[CH2:38][C@H:37]3[CH3:49])=[N:34][CH:35]=2)[CH:27]=[C:26]2[C:22]=1[C:23]([CH3:53])=[CH:24][N:25]2[CH:50]([CH3:52])[CH3:51])=[O:20]. Product: [CH3:8][C:9]1[CH:14]=[C:13]([CH3:15])[NH:12][C:11](=[O:16])[C:10]=1[CH2:17][NH:18][C:19]([C:21]1[C:22]2[C:23]([CH3:53])=[CH:24][N:25]([CH:50]([CH3:52])[CH3:51])[C:26]=2[CH:27]=[C:28]([C:30]2[CH:35]=[N:34][C:33]([N:36]3[CH2:41][CH2:40][NH:39][CH2:38][C@H:37]3[CH3:49])=[CH:32][CH:31]=2)[CH:29]=1)=[O:20]. The catalyst class is: 2. (2) Reactant: Br[C:2]1[CH:7]=[CH:6][C:5]([F:8])=[C:4]([N+:9]([O-:11])=[O:10])[CH:3]=1.B1(B2OC(C)(C)C(C)(C)O2)OC(C)(C)C(C)(C)O1.C(Cl)Cl.CC([O-])=O.[K+].Br[C:39]1[S:40][C:41]2[C:47]([C:48]3[CH:53]=[CH:52][C:51]([Cl:54])=[CH:50][CH:49]=3)=[C:46]([C@H:55]([O:61][C:62]([CH3:65])([CH3:64])[CH3:63])[C:56]([O:58][CH2:59][CH3:60])=[O:57])[C:45]([CH3:66])=[CH:44][C:42]=2[N:43]=1. Product: [C:62]([O:61][C@@H:55]([C:46]1[C:45]([CH3:66])=[CH:44][C:42]2[N:43]=[C:39]([C:2]3[CH:7]=[CH:6][C:5]([F:8])=[C:4]([N+:9]([O-:11])=[O:10])[CH:3]=3)[S:40][C:41]=2[C:47]=1[C:48]1[CH:49]=[CH:50][C:51]([Cl:54])=[CH:52][CH:53]=1)[C:56]([O:58][CH2:59][CH3:60])=[O:57])([CH3:63])([CH3:64])[CH3:65]. The catalyst class is: 140. (3) The catalyst class is: 2. Product: [CH2:1]([O:3][C:4]1[CH:9]=[C:8]([O:10][CH2:11][C:12]2[CH:17]=[CH:16][C:15]([O:18][CH3:19])=[CH:14][CH:13]=2)[N:7]=[CH:6][C:5]=1[C:20]1[CH:25]=[CH:24][C:23]([CH2:26][C:27]([NH:31][C:32]2[CH:37]=[N:36][C:35]([C:38]([CH3:42])([CH3:41])[CH2:39][OH:40])=[C:34]([C:43]([F:46])([F:44])[F:45])[CH:33]=2)=[O:29])=[C:22]([F:30])[CH:21]=1)[CH3:2]. Reactant: [CH2:1]([O:3][C:4]1[CH:9]=[C:8]([O:10][CH2:11][C:12]2[CH:17]=[CH:16][C:15]([O:18][CH3:19])=[CH:14][CH:13]=2)[N:7]=[CH:6][C:5]=1[C:20]1[CH:25]=[CH:24][C:23]([CH2:26][C:27]([OH:29])=O)=[C:22]([F:30])[CH:21]=1)[CH3:2].[NH2:31][C:32]1[CH:33]=[C:34]([C:43]([F:46])([F:45])[F:44])[C:35]([C:38]([CH3:42])([CH3:41])[CH2:39][OH:40])=[N:36][CH:37]=1.CN(C(ON1N=NC2C=CC=NC1=2)=[N+](C)C)C.F[P-](F)(F)(F)(F)F.CCN(C(C)C)C(C)C. (4) Reactant: [NH2:1][C:2]1[CH:7]=[C:6]([Br:8])[CH:5]=[CH:4][C:3]=1[NH:9][C:10]([C@@H:12]([NH:17][C:18](=[O:24])[O:19][C:20]([CH3:23])([CH3:22])[CH3:21])[C@H:13]([O:15][CH3:16])[CH3:14])=O.O1CCOCC1. Product: [Br:8][C:6]1[CH:5]=[CH:4][C:3]2[NH:9][C:10]([C@@H:12]([NH:17][C:18](=[O:24])[O:19][C:20]([CH3:23])([CH3:22])[CH3:21])[C@H:13]([O:15][CH3:16])[CH3:14])=[N:1][C:2]=2[CH:7]=1. The catalyst class is: 52. (5) Reactant: Cl.[NH2:2][C@H:3]([C:14]([O:16][CH3:17])=[O:15])[CH2:4][C:5]1[C:13]2[C:8](=[CH:9][CH:10]=[CH:11][CH:12]=2)[NH:7][CH:6]=1.C(N(CC)CC)C.[O:25]([C:32]1[CH:42]=[CH:41][C:35]([CH:36]=[CH:37][C:38](O)=[O:39])=[CH:34][CH:33]=1)[C:26]1[CH:31]=[CH:30][CH:29]=[CH:28][CH:27]=1.CCN=C=NCCCN(C)C.Cl. Product: [O:25]([C:32]1[CH:33]=[CH:34][C:35]([CH:36]=[CH:37][C:38]([NH:2][C@H:3]([C:14]([O:16][CH3:17])=[O:15])[CH2:4][C:5]2[C:13]3[C:8](=[CH:9][CH:10]=[CH:11][CH:12]=3)[NH:7][CH:6]=2)=[O:39])=[CH:41][CH:42]=1)[C:26]1[CH:31]=[CH:30][CH:29]=[CH:28][CH:27]=1. The catalyst class is: 2. (6) Reactant: Cl.[O:2]1[CH2:6][CH2:5][CH2:4][NH:3]1.C(N(C(C)C)CC)(C)C.[CH:16]1([CH2:22][N:23]2[C:27]3[CH:28]=[CH:29][C:30]([C:32](O)=[O:33])=[CH:31][C:26]=3[N:25]=[C:24]2[C:35]([CH3:39])([CH3:38])[CH2:36][CH3:37])[CH2:21][CH2:20][CH2:19][CH2:18][CH2:17]1.CN(C(ON1N=NC2C=CC=NC1=2)=[N+](C)C)C.F[P-](F)(F)(F)(F)F. Product: [CH:16]1([CH2:22][N:23]2[C:27]3[CH:28]=[CH:29][C:30]([C:32]([N:3]4[CH2:4][CH2:5][CH2:6][O:2]4)=[O:33])=[CH:31][C:26]=3[N:25]=[C:24]2[C:35]([CH3:38])([CH3:39])[CH2:36][CH3:37])[CH2:17][CH2:18][CH2:19][CH2:20][CH2:21]1. The catalyst class is: 3. (7) Product: [C:28]([NH:31][C:32]1[CH:33]=[C:34]([NH:35][C:11]2[N:16]=[C:15]([NH:17][CH2:18][C:19]3[CH:20]=[N:21][N:22]([CH3:24])[CH:23]=3)[C:14]([C:25]([NH2:27])=[O:26])=[CH:13][N:12]=2)[CH:36]=[CH:37][CH:38]=1)(=[O:30])[CH3:29]. The catalyst class is: 37. Reactant: N1(O[C:11]2[N:16]=[C:15]([NH:17][CH2:18][C:19]3[CH:20]=[N:21][N:22]([CH3:24])[CH:23]=3)[C:14]([C:25]([NH2:27])=[O:26])=[CH:13][N:12]=2)C2C=CC=CC=2N=N1.[C:28]([NH:31][C:32]1[CH:33]=[C:34]([CH:36]=[CH:37][CH:38]=1)[NH2:35])(=[O:30])[CH3:29].CC1C=CC(S(O)(=O)=O)=CC=1. (8) Product: [CH3:13][S:10]([O:8][CH:6]1[CH2:5][CH:4]([CH3:9])[O:3][CH:2]([CH3:1])[CH2:7]1)(=[O:12])=[O:11]. The catalyst class is: 2. Reactant: [CH3:1][CH:2]1[CH2:7][CH:6]([OH:8])[CH2:5][CH:4]([CH3:9])[O:3]1.[S:10](Cl)([CH3:13])(=[O:12])=[O:11].CCN(CC)CC.